This data is from Cav3 T-type calcium channel HTS with 100,875 compounds. The task is: Binary Classification. Given a drug SMILES string, predict its activity (active/inactive) in a high-throughput screening assay against a specified biological target. (1) The compound is Clc1ccc(Cn2nc(NC(=O)c3noc(c4cc(OC)ccc4)c3)cc2C)cc1. The result is 0 (inactive). (2) The molecule is o1c2c(C(CCN(CC)CC)c3ccc(N(C)C)cc3)c(OC)cc(OC)c2c(CCCCC)cc1=O. The result is 0 (inactive). (3) The molecule is s1c2n(c(nc2nc1C)C)c1ccccc1. The result is 0 (inactive). (4) The compound is Clc1c(NC(=O)C2CCC2)c(Cl)ccc1. The result is 0 (inactive). (5) The compound is Clc1c(S(=O)(=O)N2CCOCC2)cc(cc1)C(=O)N(c1c(cccc1)C(O)=O)C. The result is 0 (inactive). (6) The molecule is O(c1cc2c([nH]c(=O)n(CCCC(=O)NCc3ccc(OC)cc3)c2=O)cc1OCC)CC. The result is 0 (inactive). (7) The drug is O(c1cc(C(=O)Nc2c(cc(nc2)NC(=O)c2occc2)C)ccc1)C. The result is 0 (inactive).